This data is from Full USPTO retrosynthesis dataset with 1.9M reactions from patents (1976-2016). The task is: Predict the reactants needed to synthesize the given product. Given the product [F:17][C:14]1[CH:13]=[N:12][C:11]([C@@H:9]([NH:8][C:6]2[N:5]=[C:4]([NH:18][C:19]3[N:20]=[CH:21][N:22]([CH2:24][C:25]([F:28])([F:27])[F:26])[CH:23]=3)[N:3]=[C:2]([N:29]3[CH2:34][CH2:33][O:32][CH2:31][CH2:30]3)[N:7]=2)[CH3:10])=[N:16][CH:15]=1, predict the reactants needed to synthesize it. The reactants are: Cl[C:2]1[N:7]=[C:6]([NH:8][C@H:9]([C:11]2[N:16]=[CH:15][C:14]([F:17])=[CH:13][N:12]=2)[CH3:10])[N:5]=[C:4]([NH:18][C:19]2[N:20]=[CH:21][N:22]([CH2:24][C:25]([F:28])([F:27])[F:26])[CH:23]=2)[N:3]=1.[NH:29]1[CH2:34][CH2:33][O:32][CH2:31][CH2:30]1.